Dataset: Forward reaction prediction with 1.9M reactions from USPTO patents (1976-2016). Task: Predict the product of the given reaction. (1) Given the reactants [C:1]([C:3]1[CH:4]=[C:5]([CH:9]2[C:18]3[C:17](=[O:19])[CH2:16][CH2:15][CH2:14][C:13]=3[NH:12][C:11]([C:20]([F:23])([F:22])[F:21])=[C:10]2[C:24]([O-:26])=[O:25])[CH:6]=[CH:7][CH:8]=1)#[N:2].NC(OCC)=O, predict the reaction product. The product is: [C:1]([C:3]1[CH:4]=[C:5]([CH:9]2[C:18]3[C:17](=[O:19])[CH2:16][CH2:15][CH2:14][C:13]=3[NH:12][C:11]([C:20]([F:22])([F:23])[F:21])=[C:10]2[C:24]([OH:26])=[O:25])[CH:6]=[CH:7][CH:8]=1)#[N:2]. (2) Given the reactants [CH:1]1[C:7](=O)[NH:6][C:4](=[O:5])[N:3]([C@@H:9]2[O:13][C@H:12]([CH2:14][OH:15])[C@@H:11]([OH:16])[C@@H:10]2[OH:17])[CH:2]=1.[NH:18]1C=[C-]N=N1.[OH-].[NH4+].N1C=NC=N1.C(N(CC)CC)C.O=P(Cl)(Cl)Cl, predict the reaction product. The product is: [CH:1]1[C:7]([NH2:18])=[N:6][C:4](=[O:5])[N:3]([C@@H:9]2[O:13][C@H:12]([CH2:14][OH:15])[C@@H:11]([OH:16])[C@@H:10]2[OH:17])[CH:2]=1. (3) Given the reactants [C:1]([OH:12])(=O)/[CH:2]=[CH:3]/[CH2:4][CH2:5][CH2:6][CH2:7][CH2:8][CH2:9][CH3:10].[CH3:13][N:14]1[CH2:20][CH2:19][CH2:18][NH:17][CH2:16][CH2:15]1, predict the reaction product. The product is: [C:1]([N:17]1[CH2:18][CH2:19][CH2:20][N:14]([CH3:13])[CH2:15][CH2:16]1)(=[O:12])/[CH:2]=[CH:3]/[CH2:4][CH2:5][CH2:6][CH2:7][CH2:8][CH2:9][CH3:10]. (4) Given the reactants C[O:2][C:3](=O)[C:4]1[CH:9]=[C:8]([N+:10]([O-:12])=[O:11])[C:7]([C:13]([F:16])([F:15])[F:14])=[CH:6][C:5]=1[N:17]=[C:18]=[O:19].[CH3:21][S:22]([NH:25][NH2:26])(=[O:24])=[O:23].[OH-].[Na+].Cl, predict the reaction product. The product is: [N+:10]([C:8]1[CH:9]=[C:4]2[C:5](=[CH:6][C:7]=1[C:13]([F:16])([F:15])[F:14])[NH:17][C:18](=[O:19])[N:26]([NH:25][S:22]([CH3:21])(=[O:24])=[O:23])[C:3]2=[O:2])([O-:12])=[O:11]. (5) Given the reactants [Cl:1][C:2]1[N:3]=[C:4]([N:12]2[CH2:17][CH2:16][O:15][CH2:14][C@@H:13]2[CH3:18])[C:5]2[N:10]([CH3:11])[N:9]=[CH:8][C:6]=2[N:7]=1.Cl.[C@H]12C[C@H](NC1)CO2, predict the reaction product. The product is: [Cl:1][C:2]1[N:3]=[C:4]([N:12]2[CH2:17][C@@H:16]3[CH2:18][C@H:13]2[CH2:14][O:15]3)[C:5]2[N:10]([CH3:11])[N:9]=[CH:8][C:6]=2[N:7]=1. (6) Given the reactants [CH3:1][CH:2]([CH3:21])[C@@H:3]([N:7]1[CH:16]=[CH:15][C:14]2[C:9](=[CH:10][CH:11]=[CH:12][C:13]=2[N+:17]([O-:19])=[O:18])[C:8]1=[O:20])[C:4]([OH:6])=O.O.O[N:24]1[C:28]2[CH:29]=[CH:30][CH:30]=[CH:29][C:28]=2[N:24]=N1.Cl.CN(C)CCCN=C=NCC.C1(N)CC1, predict the reaction product. The product is: [CH:28]1([NH:24][C:4](=[O:6])[C@H:3]([N:7]2[CH:16]=[CH:15][C:14]3[C:9](=[CH:10][CH:11]=[CH:12][C:13]=3[N+:17]([O-:19])=[O:18])[C:8]2=[O:20])[CH:2]([CH3:1])[CH3:21])[CH2:29][CH2:30]1.